From a dataset of Reaction yield outcomes from USPTO patents with 853,638 reactions. Predict the reaction yield, written as a fraction of the theoretical maximum amount of product (1.0 means a 100% yield; for example, 0.34 means a 34% yield). The reactants are [CH3:1][S:2][C:3](=[C:6]([C:9]#[N:10])[C:7]#[N:8])[S:4][CH3:5].C([CH:13](S)[C:14]([O-])=[O:15])C.[CH3:18][OH:19]. No catalyst specified. The product is [NH2:8][C:7]1[C:6]([C:9]#[N:10])=[C:3]([S:4][CH3:5])[S:2][C:1]=1[C:18]([O:15][CH2:14][CH3:13])=[O:19]. The yield is 0.990.